From a dataset of Forward reaction prediction with 1.9M reactions from USPTO patents (1976-2016). Predict the product of the given reaction. (1) Given the reactants [F:1][C:2]1[C:7]2[C:8]([C:18](=[O:21])[NH:19][CH3:20])=[C:9]([C:11]3[CH:16]=[CH:15][C:14]([F:17])=[CH:13][CH:12]=3)[O:10][C:6]=2[CH:5]=[CH:4][C:3]=1[C:22]1[CH:23]=[C:24]([CH:28]=[CH:29][C:30]=1[O:31][CH3:32])[C:25]([OH:27])=O.C(N(C(C)C)C(C)C)C.[CH3:42][C:43]([NH2:46])([CH3:45])[CH3:44].CN(C(ON1N=NC2C=CC=NC1=2)=[N+](C)C)C.F[P-](F)(F)(F)(F)F, predict the reaction product. The product is: [C:43]([NH:46][C:25]([C:24]1[CH:28]=[CH:29][C:30]([O:31][CH3:32])=[C:22]([C:3]2[CH:4]=[CH:5][C:6]3[O:10][C:9]([C:11]4[CH:16]=[CH:15][C:14]([F:17])=[CH:13][CH:12]=4)=[C:8]([C:18]([NH:19][CH3:20])=[O:21])[C:7]=3[C:2]=2[F:1])[CH:23]=1)=[O:27])([CH3:45])([CH3:44])[CH3:42]. (2) Given the reactants [CH:1]1([N:4]([CH2:18][C:19]2[O:20][CH:21]=[C:22]([C:24]([OH:26])=O)[N:23]=2)[S:5]([C:8]2[C:13]([CH3:14])=[CH:12][C:11]([O:15][CH3:16])=[CH:10][C:9]=2[CH3:17])(=[O:7])=[O:6])[CH2:3][CH2:2]1.CCN=C=NCCCN(C)C.C1C=CC2N(O)N=NC=2C=1.Cl.Cl.[CH3:50][NH:51][CH2:52][C:53]1[CH:64]=[CH:63][C:56]([CH2:57][N:58]2[CH2:61][CH:60]([OH:62])[CH2:59]2)=[CH:55][CH:54]=1, predict the reaction product. The product is: [CH:1]1([N:4]([CH2:18][C:19]2[O:20][CH:21]=[C:22]([C:24]([N:51]([CH2:52][C:53]3[CH:54]=[CH:55][C:56]([CH2:57][N:58]4[CH2:61][CH:60]([OH:62])[CH2:59]4)=[CH:63][CH:64]=3)[CH3:50])=[O:26])[N:23]=2)[S:5]([C:8]2[C:13]([CH3:14])=[CH:12][C:11]([O:15][CH3:16])=[CH:10][C:9]=2[CH3:17])(=[O:6])=[O:7])[CH2:2][CH2:3]1. (3) Given the reactants [NH2:1][C:2]1[CH:3]=[C:4]([N:11]2[C:15](=[O:16])[C:14]([CH3:18])([CH3:17])[N:13]([CH2:19][C:20]3[CH:25]=[CH:24][N:23]=[CH:22][CH:21]=3)[C:12]2=[O:26])[CH:5]=[CH:6][C:7]=1[CH:8]([CH3:10])[CH3:9].CCN(C(C)C)C(C)C.[Cl:36][CH2:37][C:38](Cl)=[O:39].Cl, predict the reaction product. The product is: [CH3:18][C:14]1([CH3:17])[C:15](=[O:16])[N:11]([C:4]2[CH:5]=[CH:6][C:7]([CH:8]([CH3:9])[CH3:10])=[C:2]([NH:1][C:38](=[O:39])[CH2:37][Cl:36])[CH:3]=2)[C:12](=[O:26])[N:13]1[CH2:19][C:20]1[CH:21]=[CH:22][N:23]=[CH:24][CH:25]=1. (4) Given the reactants [CH3:1][O:2][C:3]([C:5]1[N:6]([CH2:11][CH3:12])[N:7]=[C:8]([NH2:10])[CH:9]=1)=[O:4].[F:13][C:14]1[CH:21]=[CH:20][C:17]([CH:18]=O)=[CH:16][CH:15]=1.C([SiH](CC)CC)C.FC(F)(F)C(O)=O, predict the reaction product. The product is: [CH3:1][O:2][C:3]([C:5]1[N:6]([CH2:11][CH3:12])[N:7]=[C:8]([NH:10][CH2:18][C:17]2[CH:20]=[CH:21][C:14]([F:13])=[CH:15][CH:16]=2)[CH:9]=1)=[O:4].